From a dataset of Catalyst prediction with 721,799 reactions and 888 catalyst types from USPTO. Predict which catalyst facilitates the given reaction. (1) Reactant: Br[C:2]1[N:3]=[CH:4][N:5]([N:7]([CH2:15][CH3:16])[C:8](=[O:14])[O:9][C:10]([CH3:13])([CH3:12])[CH3:11])[CH:6]=1.[N:17]1[CH:22]=[CH:21][CH:20]=[C:19](B(O)O)[CH:18]=1.C(=O)([O-])[O-].[K+].[K+].O. The catalyst class is: 234. Product: [CH2:15]([N:7]([N:5]1[CH:6]=[C:2]([C:19]2[CH:18]=[N:17][CH:22]=[CH:21][CH:20]=2)[N:3]=[CH:4]1)[C:8](=[O:14])[O:9][C:10]([CH3:13])([CH3:12])[CH3:11])[CH3:16]. (2) Reactant: [CH:1]1[C:14]2[C:5](=[N:6][C:7]3[C:12]([C:13]=2[C:15]([O:17][C:18]2[CH:23]=[CH:22][C:21]([O:24][Si:25]([C:28]([CH3:31])([CH3:30])[CH3:29])([CH3:27])[CH3:26])=[CH:20][CH:19]=2)=[O:16])=[CH:11][CH:10]=[CH:9][CH:8]=3)[CH:4]=[CH:3][CH:2]=1.[F:32][C:33]([F:40])([F:39])[S:34]([O:37]C)(=[O:36])=[O:35]. Product: [F:32][C:33]([F:40])([F:39])[S:34]([O-:37])(=[O:36])=[O:35].[CH3:33][N+:6]1[C:7]2[C:12](=[CH:11][CH:10]=[CH:9][CH:8]=2)[C:13]([C:15]([O:17][C:18]2[CH:19]=[CH:20][C:21]([O:24][Si:25]([C:28]([CH3:31])([CH3:30])[CH3:29])([CH3:26])[CH3:27])=[CH:22][CH:23]=2)=[O:16])=[C:14]2[C:5]=1[CH:4]=[CH:3][CH:2]=[CH:1]2. The catalyst class is: 4.